Dataset: NCI-60 drug combinations with 297,098 pairs across 59 cell lines. Task: Regression. Given two drug SMILES strings and cell line genomic features, predict the synergy score measuring deviation from expected non-interaction effect. (1) Cell line: PC-3. Synergy scores: CSS=19.2, Synergy_ZIP=-0.529, Synergy_Bliss=1.48, Synergy_Loewe=-17.4, Synergy_HSA=0.618. Drug 2: CCN(CC)CCCC(C)NC1=C2C=C(C=CC2=NC3=C1C=CC(=C3)Cl)OC. Drug 1: C1=NNC2=C1C(=O)NC=N2. (2) Drug 1: C(CN)CNCCSP(=O)(O)O. Drug 2: CC1C(C(CC(O1)OC2CC(CC3=C2C(=C4C(=C3O)C(=O)C5=CC=CC=C5C4=O)O)(C(=O)C)O)N)O. Cell line: NCI-H460. Synergy scores: CSS=39.6, Synergy_ZIP=3.10, Synergy_Bliss=1.80, Synergy_Loewe=-34.7, Synergy_HSA=1.20. (3) Drug 1: C1=CC=C(C(=C1)C(C2=CC=C(C=C2)Cl)C(Cl)Cl)Cl. Drug 2: CN1C2=C(C=C(C=C2)N(CCCl)CCCl)N=C1CCCC(=O)O.Cl. Cell line: HCC-2998. Synergy scores: CSS=-4.93, Synergy_ZIP=6.83, Synergy_Bliss=13.4, Synergy_Loewe=-11.5, Synergy_HSA=-4.74. (4) Drug 1: C1=CC(=CC=C1CCCC(=O)O)N(CCCl)CCCl. Drug 2: CC1=C(C=C(C=C1)NC(=O)C2=CC=C(C=C2)CN3CCN(CC3)C)NC4=NC=CC(=N4)C5=CN=CC=C5. Cell line: HT29. Synergy scores: CSS=13.1, Synergy_ZIP=-3.19, Synergy_Bliss=-1.78, Synergy_Loewe=-5.94, Synergy_HSA=-2.81. (5) Cell line: OVCAR-4. Drug 2: C1CN(CCN1C(=O)CCBr)C(=O)CCBr. Drug 1: CNC(=O)C1=NC=CC(=C1)OC2=CC=C(C=C2)NC(=O)NC3=CC(=C(C=C3)Cl)C(F)(F)F. Synergy scores: CSS=3.85, Synergy_ZIP=-0.863, Synergy_Bliss=-0.543, Synergy_Loewe=-9.13, Synergy_HSA=-6.17. (6) Drug 1: CN(C)C1=NC(=NC(=N1)N(C)C)N(C)C. Drug 2: CC1=C2C(C(=O)C3(C(CC4C(C3C(C(C2(C)C)(CC1OC(=O)C(C(C5=CC=CC=C5)NC(=O)C6=CC=CC=C6)O)O)OC(=O)C7=CC=CC=C7)(CO4)OC(=O)C)O)C)OC(=O)C. Cell line: HS 578T. Synergy scores: CSS=14.8, Synergy_ZIP=-2.75, Synergy_Bliss=-10.0, Synergy_Loewe=-56.5, Synergy_HSA=-14.5. (7) Drug 1: CC1=C(C=C(C=C1)NC2=NC=CC(=N2)N(C)C3=CC4=NN(C(=C4C=C3)C)C)S(=O)(=O)N.Cl. Drug 2: CN1CCC(CC1)COC2=C(C=C3C(=C2)N=CN=C3NC4=C(C=C(C=C4)Br)F)OC. Cell line: OVCAR-5. Synergy scores: CSS=6.09, Synergy_ZIP=-3.00, Synergy_Bliss=-3.26, Synergy_Loewe=-19.0, Synergy_HSA=-5.06. (8) Drug 1: CN1CCC(CC1)COC2=C(C=C3C(=C2)N=CN=C3NC4=C(C=C(C=C4)Br)F)OC. Drug 2: CNC(=O)C1=NC=CC(=C1)OC2=CC=C(C=C2)NC(=O)NC3=CC(=C(C=C3)Cl)C(F)(F)F. Cell line: 786-0. Synergy scores: CSS=3.79, Synergy_ZIP=-9.11, Synergy_Bliss=-13.3, Synergy_Loewe=-17.4, Synergy_HSA=-12.5. (9) Synergy scores: CSS=-0.379, Synergy_ZIP=-0.852, Synergy_Bliss=-2.36, Synergy_Loewe=-0.693, Synergy_HSA=-2.50. Drug 1: C1CC(=O)NC(=O)C1N2CC3=C(C2=O)C=CC=C3N. Drug 2: CC(C)(C#N)C1=CC(=CC(=C1)CN2C=NC=N2)C(C)(C)C#N. Cell line: OVCAR-4. (10) Drug 1: C1C(C(OC1N2C=NC3=C(N=C(N=C32)Cl)N)CO)O. Drug 2: C(CCl)NC(=O)N(CCCl)N=O. Cell line: HOP-92. Synergy scores: CSS=35.7, Synergy_ZIP=-10.4, Synergy_Bliss=-0.0839, Synergy_Loewe=-30.5, Synergy_HSA=1.62.